Predict the reactants needed to synthesize the given product. From a dataset of Full USPTO retrosynthesis dataset with 1.9M reactions from patents (1976-2016). (1) Given the product [Br:8][C:9]1[CH:10]=[CH:11][C:12]([NH:15][CH2:16][C:17]([O:19][CH3:20])=[O:18])=[N:13][CH:14]=1, predict the reactants needed to synthesize it. The reactants are: C(O)(C(F)(F)F)=O.[Br:8][C:9]1[CH:10]=[CH:11][C:12]([N:15](C(OC(C)(C)C)=O)[CH2:16][C:17]([O:19][CH3:20])=[O:18])=[N:13][CH:14]=1. (2) Given the product [Br:1][C:2]1[N:3]=[C:4]([CH2:21][CH3:22])[C:5]([NH:10][C@H:11]2[C@@H:12]([OH:20])[CH2:13][N:36]([C:40]([O:42][CH2:43][C:44]3[CH:49]=[CH:48][CH:47]=[CH:46][CH:45]=3)=[O:41])[CH2:19]2)=[N:6][C:7]=1[CH2:8][CH3:9], predict the reactants needed to synthesize it. The reactants are: [Br:1][C:2]1[N:3]=[C:4]([CH2:21][CH3:22])[C:5]([NH:10][C@@H:11]2[C:19]3C(=CC=CC=3)[CH2:13][C@@H:12]2[OH:20])=[N:6][C:7]=1[CH2:8][CH3:9].C(C1C(N[C@H]2[C@@H](O)C[N:36]([C:40]([O:42][CH2:43][C:44]3[CH:49]=[CH:48][CH:47]=[CH:46][CH:45]=3)=[O:41])C2)=NC(CC)=CN=1)C. (3) Given the product [C:1]([O:4][C@@H:5]1[C@@H:18]([O:19][C:20](=[O:22])[CH3:21])[C@H:17]([O:23][C:24](=[O:26])[CH3:25])[CH2:16][S:15][C@H:6]1[O:7][C:8]1[CH:13]=[CH:12][CH:11]=[C:10]([C:32]2[C:28]([CH3:27])=[N:29][O:30][C:31]=2[CH3:36])[CH:9]=1)(=[O:3])[CH3:2], predict the reactants needed to synthesize it. The reactants are: [C:1]([O:4][C@@H:5]1[C@@H:18]([O:19][C:20](=[O:22])[CH3:21])[C@H:17]([O:23][C:24](=[O:26])[CH3:25])[CH2:16][S:15][C@H:6]1[O:7][C:8]1[CH:13]=[CH:12][CH:11]=[C:10](I)[CH:9]=1)(=[O:3])[CH3:2].[CH3:27][C:28]1[C:32](B(O)O)=[C:31]([CH3:36])[O:30][N:29]=1. (4) Given the product [Cl:1][C:2]1[N:7]=[C:6]2[N:8]([CH:30]3[CH2:31][CH2:32][CH2:33][CH2:34][O:29]3)[N:9]=[CH:10][C:5]2=[C:4]([N:11]2[CH2:12][CH2:13][O:14][CH2:15][CH2:16]2)[N:3]=1, predict the reactants needed to synthesize it. The reactants are: [Cl:1][C:2]1[N:7]=[C:6]2[NH:8][N:9]=[CH:10][C:5]2=[C:4]([N:11]2[CH2:16][CH2:15][O:14][CH2:13][CH2:12]2)[N:3]=1.O.C1(C)C=CC(S(O)(=O)=O)=CC=1.[O:29]1[CH:34]=[CH:33][CH2:32][CH2:31][CH2:30]1. (5) Given the product [CH2:14]([O:21][C:22]1[CH:23]=[CH:24][C:25]([CH2:28][CH2:29][NH:30][C:10]([C:2]2[NH:1][C:9]3[CH:8]=[CH:7][N:6]=[CH:5][C:4]=3[CH:3]=2)=[O:12])=[CH:26][CH:27]=1)[C:15]1[CH:16]=[CH:17][CH:18]=[CH:19][CH:20]=1, predict the reactants needed to synthesize it. The reactants are: [NH:1]1[C:9]2[CH:8]=[CH:7][N:6]=[CH:5][C:4]=2[CH:3]=[C:2]1[C:10]([OH:12])=O.Cl.[CH2:14]([O:21][C:22]1[CH:27]=[CH:26][C:25]([CH2:28][CH2:29][NH2:30])=[CH:24][CH:23]=1)[C:15]1[CH:20]=[CH:19][CH:18]=[CH:17][CH:16]=1.CN(C(ON1N=NC2C=CC=NC1=2)=[N+](C)C)C.F[P-](F)(F)(F)(F)F.CCN(C(C)C)C(C)C. (6) Given the product [NH2:1][C:2]1[C:3]2[C:10]([C:11]3[CH:16]=[CH:15][CH:14]=[C:13]([O:17][CH2:18][CH:19]4[CH2:23][CH2:22][C:21]([CH3:25])([CH3:24])[O:20]4)[CH:12]=3)=[CH:9][N:8]([C@H:26]3[CH2:27][C@H:28]([CH2:30][N:35]4[CH2:36][CH:33]([OH:32])[CH2:34]4)[CH2:29]3)[C:4]=2[N:5]=[CH:6][N:7]=1, predict the reactants needed to synthesize it. The reactants are: [NH2:1][C:2]1[C:3]2[C:10]([C:11]3[CH:16]=[CH:15][CH:14]=[C:13]([O:17][CH2:18][CH:19]4[CH2:23][CH2:22][C:21]([CH3:25])([CH3:24])[O:20]4)[CH:12]=3)=[CH:9][N:8]([C@H:26]3[CH2:29][C@H:28]([CH2:30]O)[CH2:27]3)[C:4]=2[N:5]=[CH:6][N:7]=1.[OH:32][CH:33]1[CH2:36][NH:35][CH2:34]1.